Task: Predict the reactants needed to synthesize the given product.. Dataset: Full USPTO retrosynthesis dataset with 1.9M reactions from patents (1976-2016) (1) Given the product [F:1][C:2]1[C:30]([N:31]2[CH2:36][CH2:35][N:34]([C:40]([C:39]3[CH:43]=[CH:44][CH:45]=[CH:46][C:38]=3[CH3:37])=[O:41])[CH2:33][CH2:32]2)=[CH:29][C:5]2[N:6]([CH2:17][C:18]3[CH:19]=[CH:20][C:21]([O:24][C:25]([F:26])([F:27])[F:28])=[CH:22][CH:23]=3)[C:7]([CH2:9][O:10][C:11]3[CH:12]=[CH:13][CH:14]=[CH:15][CH:16]=3)=[N:8][C:4]=2[CH:3]=1, predict the reactants needed to synthesize it. The reactants are: [F:1][C:2]1[C:30]([N:31]2[CH2:36][CH2:35][NH:34][CH2:33][CH2:32]2)=[CH:29][C:5]2[N:6]([CH2:17][C:18]3[CH:23]=[CH:22][C:21]([O:24][C:25]([F:28])([F:27])[F:26])=[CH:20][CH:19]=3)[C:7]([CH2:9][O:10][C:11]3[CH:16]=[CH:15][CH:14]=[CH:13][CH:12]=3)=[N:8][C:4]=2[CH:3]=1.[CH3:37][C:38]1[CH:46]=[CH:45][CH:44]=[CH:43][C:39]=1[C:40](Cl)=[O:41]. (2) Given the product [F:16][C:13]1[CH:14]=[CH:15][C:10]([N:7]2[C:6]3[CH:17]=[C:2]([C:28]4[N:24]([C:18]5[CH:19]=[CH:20][CH:21]=[CH:22][CH:23]=5)[N:25]=[CH:26][CH:27]=4)[CH:3]=[CH:4][C:5]=3[N:9]=[CH:8]2)=[CH:11][CH:12]=1, predict the reactants needed to synthesize it. The reactants are: Br[C:2]1[CH:3]=[CH:4][C:5]2[N:9]=[CH:8][N:7]([C:10]3[CH:15]=[CH:14][C:13]([F:16])=[CH:12][CH:11]=3)[C:6]=2[CH:17]=1.[C:18]1([N:24]2[C:28](B(O)O)=[CH:27][CH:26]=[N:25]2)[CH:23]=[CH:22][CH:21]=[CH:20][CH:19]=1. (3) Given the product [F:28][C:29]([F:33])([F:32])[CH2:30][NH:31][C:19]([C:17]1[S:18][C:13]2[C:12]([N:22]3[CH2:23][CH2:24][O:25][CH2:26][CH2:27]3)=[N:11][C:10]([C:5]3[CH:6]=[CH:7][CH:8]=[C:9]4[C:4]=3[CH:3]=[N:2][NH:1]4)=[N:15][C:14]=2[CH:16]=1)=[O:21], predict the reactants needed to synthesize it. The reactants are: [NH:1]1[C:9]2[C:4](=[C:5]([C:10]3[N:11]=[C:12]([N:22]4[CH2:27][CH2:26][O:25][CH2:24][CH2:23]4)[C:13]4[S:18][C:17]([C:19]([OH:21])=O)=[CH:16][C:14]=4[N:15]=3)[CH:6]=[CH:7][CH:8]=2)[CH:3]=[N:2]1.[F:28][C:29]([F:33])([F:32])[CH2:30][NH2:31]. (4) Given the product [OH:7][C:6]1[N:2]([CH3:1])[N:3]=[C:4]([C:8]2[CH:9]=[CH:10][C:11]([O:14][C:15]([F:16])([F:17])[F:18])=[CH:12][CH:13]=2)[C:5]=1[CH:20]=[O:22], predict the reactants needed to synthesize it. The reactants are: [CH3:1][N:2]1[C:6]([OH:7])=[CH:5][C:4]([C:8]2[CH:13]=[CH:12][C:11]([O:14][C:15]([F:18])([F:17])[F:16])=[CH:10][CH:9]=2)=[N:3]1.O.[C:20](OCC)(=[O:22])C. (5) Given the product [CH2:13]([C:2]1[CH:9]=[CH:8][C:7]([N+:10]([O-:12])=[O:11])=[CH:6][C:3]=1[C:4]#[N:5])[CH:14]([CH3:16])[CH3:15], predict the reactants needed to synthesize it. The reactants are: Br[C:2]1[CH:9]=[CH:8][C:7]([N+:10]([O-:12])=[O:11])=[CH:6][C:3]=1[C:4]#[N:5].[CH2:13](B(O)O)[CH:14]([CH3:16])[CH3:15].C(=O)([O-])[O-].[Cs+].[Cs+]. (6) Given the product [C:1]1([C:19]2[CH:20]=[CH:21][CH:22]=[CH:23][CH:24]=2)[CH:6]=[CH:5][C:4]([NH:7][C:8]2[CH:13]=[N:12][CH:11]=[C:10]3[S:14][C:15]([C:17](=[N:25][NH2:26])[NH2:18])=[CH:16][C:9]=23)=[CH:3][CH:2]=1, predict the reactants needed to synthesize it. The reactants are: [C:1]1([C:19]2[CH:24]=[CH:23][CH:22]=[CH:21][CH:20]=2)[CH:6]=[CH:5][C:4]([NH:7][C:8]2[CH:13]=[N:12][CH:11]=[C:10]3[S:14][C:15]([C:17]#[N:18])=[CH:16][C:9]=23)=[CH:3][CH:2]=1.[NH2:25][NH2:26]. (7) Given the product [F:16][C:17]1[C:18]([C:32]2[CH:37]=[CH:36][CH:35]=[CH:34][C:33]=2[S:38]([CH3:41])(=[O:40])=[O:39])=[CH:19][C:20]([C:2]2[CH:11]=[CH:10][N:9]=[C:8]3[C:3]=2[CH:4]=[CH:5][C:6]([C:12]([F:15])([F:14])[F:13])=[N:7]3)=[CH:21][CH:22]=1, predict the reactants needed to synthesize it. The reactants are: Cl[C:2]1[CH:11]=[CH:10][N:9]=[C:8]2[C:3]=1[CH:4]=[CH:5][C:6]([C:12]([F:15])([F:14])[F:13])=[N:7]2.[F:16][C:17]1[CH:22]=[CH:21][C:20](B2OC(C)(C)C(C)(C)O2)=[CH:19][C:18]=1[C:32]1[CH:37]=[CH:36][CH:35]=[CH:34][C:33]=1[S:38]([CH3:41])(=[O:40])=[O:39].